This data is from Full USPTO retrosynthesis dataset with 1.9M reactions from patents (1976-2016). The task is: Predict the reactants needed to synthesize the given product. (1) Given the product [Cl:1][C:2]1[CH:7]=[CH:6][CH:5]=[C:4]([F:8])[C:3]=1[CH2:9][N:10]([CH2:13][C:14]1[N:19]=[CH:18][C:17]([CH:20]=[O:21])=[CH:16][CH:15]=1)[CH2:11][CH3:12], predict the reactants needed to synthesize it. The reactants are: [Cl:1][C:2]1[CH:7]=[CH:6][CH:5]=[C:4]([F:8])[C:3]=1[CH2:9][N:10]([CH2:13][C:14]1[N:19]=[CH:18][C:17]([CH2:20][OH:21])=[CH:16][CH:15]=1)[CH2:11][CH3:12]. (2) Given the product [ClH:21].[Cl:21][C:22]1[CH:23]=[C:24]([NH:25][C:4]([C:6]2[C:11]([NH:12][C:15]3[CH:16]=[N:17][CH:18]=[N:19][CH:20]=3)=[N:10][CH:9]=[C:8]([CH3:13])[N:7]=2)=[O:5])[CH:26]=[CH:27][CH:28]=1, predict the reactants needed to synthesize it. The reactants are: C(O[C:4]([C:6]1[C:11]([NH2:12])=[N:10][CH:9]=[C:8]([CH3:13])[N:7]=1)=[O:5])C.Br[C:15]1[CH:16]=[N:17][CH:18]=[N:19][CH:20]=1.[Cl:21][C:22]1[CH:23]=[C:24]([CH:26]=[CH:27][CH:28]=1)[NH2:25]. (3) Given the product [CH2:10]([C:12]1([CH2:18][NH:19][C:2]2[C:7]([F:8])=[CH:6][CH:5]=[C:4]([F:9])[N:3]=2)[CH2:17][CH2:16][O:15][CH2:14][CH2:13]1)[CH3:11], predict the reactants needed to synthesize it. The reactants are: F[C:2]1[C:7]([F:8])=[CH:6][CH:5]=[C:4]([F:9])[N:3]=1.[CH2:10]([C:12]1([CH2:18][NH2:19])[CH2:17][CH2:16][O:15][CH2:14][CH2:13]1)[CH3:11].C(N(CC)CC)C.